Dataset: KCNQ2 potassium channel screen with 302,405 compounds. Task: Binary Classification. Given a drug SMILES string, predict its activity (active/inactive) in a high-throughput screening assay against a specified biological target. The compound is O(C(=O)C1CN(CCC1)C1=C(NCCN(Cc2ccccc2)C)C(=O)C1=O)CC. The result is 0 (inactive).